This data is from Forward reaction prediction with 1.9M reactions from USPTO patents (1976-2016). The task is: Predict the product of the given reaction. (1) Given the reactants [CH3:1][C:2]([SH:5])([CH3:4])[CH3:3].[F:6][C:7]1[CH:12]=[CH:11][CH:10]=[C:9](F)[C:8]=1[C:14]1[O:15][CH2:16][C:17]([CH3:20])([CH3:19])[N:18]=1.[H-].[Na+], predict the reaction product. The product is: [F:6][C:7]1[CH:12]=[CH:11][CH:10]=[C:9]([S:5][C:2]([CH3:4])([CH3:3])[CH3:1])[C:8]=1[C:14]1[O:15][CH2:16][C:17]([CH3:20])([CH3:19])[N:18]=1. (2) Given the reactants Br[C:2]1[CH:3]=[C:4]([C:8]([C:10]2[C:18]3[CH:17]=[N:16][CH:15]=[N:14][C:13]=3[N:12]([CH:19]([CH3:21])[CH3:20])[CH:11]=2)=[O:9])[CH:5]=[N:6][CH:7]=1.[CH3:22][NH2:23], predict the reaction product. The product is: [CH:19]([N:12]1[C:13]2[N:14]=[CH:15][N:16]=[CH:17][C:18]=2[C:10]([C:8]([C:4]2[CH:5]=[N:6][CH:7]=[C:2]([NH:23][CH3:22])[CH:3]=2)=[O:9])=[CH:11]1)([CH3:21])[CH3:20].